This data is from Reaction yield outcomes from USPTO patents with 853,638 reactions. The task is: Predict the reaction yield, written as a fraction of the theoretical maximum amount of product (1.0 means a 100% yield; for example, 0.34 means a 34% yield). (1) The reactants are [CH2:1]([O:3][C:4]1[C:9]([O:10][CH3:11])=[CH:8][C:7]([C:12]2[O:13][CH:14]=[CH:15][CH:16]=2)=[CH:6][C:5]=1[O:17][CH3:18])[CH3:2].CON(C)[C:22](=[O:38])[CH:23]([O:36][CH3:37])[C:24]1[CH:29]=[CH:28][C:27]([N:30]2[CH2:35][CH2:34][O:33][CH2:32][CH2:31]2)=[CH:26][CH:25]=1. No catalyst specified. The product is [CH2:1]([O:3][C:4]1[C:9]([O:10][CH3:11])=[CH:8][C:7]([C:12]2[O:13][C:14]([C:22](=[O:38])[CH:23]([O:36][CH3:37])[C:24]3[CH:25]=[CH:26][C:27]([N:30]4[CH2:31][CH2:32][O:33][CH2:34][CH2:35]4)=[CH:28][CH:29]=3)=[CH:15][CH:16]=2)=[CH:6][C:5]=1[O:17][CH3:18])[CH3:2]. The yield is 0.580. (2) The reactants are [O:1]=[C:2]1[NH:8][C:7]2[C:9]([CH3:14])=[CH:10][C:11]([CH3:13])=[CH:12][C:6]=2[NH:5][CH2:4][C@@H:3]1[NH:15][C:16]([O:18][C:19]([CH3:22])([CH3:21])[CH3:20])=[O:17].C(OC(N[C@@H](CN[C:37]1[CH:42]=[C:41](C)[CH:40]=[C:39]([CH3:44])[C:38]=1N)C(O)=O)=O)(C)(C)C.CN1[CH2:52][CH2:51][O:50]CC1.C([O:57]C(Cl)=O)C(C)C. The catalyst is C1COCC1.CCOC(C)=O. The product is [CH2:44]([O:50][C:51](=[O:57])[CH2:52][N:8]1[C:7]2[C:9]([CH3:14])=[CH:10][C:11]([CH3:13])=[CH:12][C:6]=2[NH:5][CH2:4][C@H:3]([NH:15][C:16]([O:18][C:19]([CH3:22])([CH3:21])[CH3:20])=[O:17])[C:2]1=[O:1])[C:39]1[CH:38]=[CH:37][CH:42]=[CH:41][CH:40]=1. The yield is 0.680. (3) The catalyst is ClCCl. The yield is 0.770. The product is [C:19]([O:18][C@@H:8]1[C@@H:7]([CH2:22][O:23][C:24](=[O:26])[CH3:25])[O:6][C@H:5]2[C@H:10]([N:11]=[C:12]([NH:37][CH2:36][CH2:35][O:34][CH2:27][C:28]3[CH:33]=[CH:32][CH:31]=[CH:30][CH:29]=3)[S:13]2)[C@H:9]1[O:14][C:15](=[O:17])[CH3:16])(=[O:21])[CH3:20]. The reactants are C(O[C@H:5]1[C@H:10]([N:11]=[C:12]=[S:13])[C@@H:9]([O:14][C:15](=[O:17])[CH3:16])[C@H:8]([O:18][C:19](=[O:21])[CH3:20])[C@@H:7]([CH2:22][O:23][C:24](=[O:26])[CH3:25])[O:6]1)(=O)C.[CH2:27]([O:34][CH2:35][CH2:36][NH2:37])[C:28]1[CH:33]=[CH:32][CH:31]=[CH:30][CH:29]=1.FC(F)(F)C(O)=O.C([O-])(O)=O.[Na+]. (4) The reactants are [C:1]([O:5][C:6](=[O:15])[NH:7][CH2:8][C:9]([CH3:14])([CH3:13])[CH2:10][NH:11][CH3:12])([CH3:4])([CH3:3])[CH3:2].CCN(C(C)C)C(C)C.[C:25]([O:35]N1C(=O)CCC1=O)([O:27][CH2:28][C:29]1[CH:34]=[CH:33][CH:32]=[CH:31][CH:30]=1)=O. The catalyst is C(Cl)(Cl)Cl. The product is [CH2:28]([O:27][C:25](=[O:35])[N:11]([CH2:10][C:9]([CH3:14])([CH3:13])[CH2:8][NH:7][C:6]([O:5][C:1]([CH3:4])([CH3:3])[CH3:2])=[O:15])[CH3:12])[C:29]1[CH:30]=[CH:31][CH:32]=[CH:33][CH:34]=1. The yield is 1.00. (5) The product is [CH3:1][NH:8][C:9]1[CH:10]=[N:11][CH:12]=[CH:13][C:14]=1[C:15]1[CH:20]=[CH:19][CH:18]=[CH:17][C:16]=1[CH3:21]. The catalyst is C1COCC1. The yield is 0.930. The reactants are [C:1]([NH:8][C:9]1[CH:10]=[N:11][CH:12]=[CH:13][C:14]=1[C:15]1[CH:20]=[CH:19][CH:18]=[CH:17][C:16]=1[CH3:21])(OC(C)(C)C)=O.[H-].[H-].[H-].[H-].[Li+].[Al+3].[O-]S([O-])(=O)=O.[Na+].[Na+].O.